Dataset: Full USPTO retrosynthesis dataset with 1.9M reactions from patents (1976-2016). Task: Predict the reactants needed to synthesize the given product. (1) Given the product [F:19][C:20]1[CH:28]=[CH:27][C:23]([C:24]([NH:2][CH:3]2[CH2:11][C:10]3[C:5](=[CH:6][CH:7]=[CH:8][CH:9]=3)[CH2:4]2)=[O:25])=[CH:22][CH:21]=1, predict the reactants needed to synthesize it. The reactants are: Cl.[NH2:2][CH:3]1[CH2:11][C:10]2[C:5](=[CH:6][CH:7]=[CH:8][CH:9]=2)[CH2:4]1.C(N(CC)CC)C.[F:19][C:20]1[CH:28]=[CH:27][C:23]([C:24](Cl)=[O:25])=[CH:22][CH:21]=1. (2) Given the product [CH3:3][O:4][CH2:5][CH2:6][O:7][CH2:8][CH2:9][O:10][CH2:13][CH2:12][C:11]([O:15][CH2:16][CH3:17])=[O:14], predict the reactants needed to synthesize it. The reactants are: [H-].[Na+].[CH3:3][O:4][CH2:5][CH2:6][O:7][CH2:8][CH2:9][OH:10].[C:11]([O:15][CH2:16][CH3:17])(=[O:14])[CH:12]=[CH2:13].C(O)(=O)C. (3) Given the product [I:1][C:2]1[CH:6]=[CH:5][N:4]([C:10]2[CH:15]=[CH:14][N:13]=[C:12]([C:16]([F:19])([F:18])[F:17])[CH:11]=2)[N:3]=1, predict the reactants needed to synthesize it. The reactants are: [I:1][C:2]1[CH:6]=[CH:5][NH:4][N:3]=1.[H-].[Na+].F[C:10]1[CH:15]=[CH:14][N:13]=[C:12]([C:16]([F:19])([F:18])[F:17])[CH:11]=1. (4) The reactants are: [CH3:1][N:2]1[CH:7]=[C:6](B2OC(C)(C)C(C)(C)O2)[CH:5]=[C:4]([NH:17][C:18]2[CH:23]=[CH:22][C:21]([C:24]([N:26]3[CH2:31][CH2:30][O:29][CH2:28][CH2:27]3)=[O:25])=[CH:20][N:19]=2)[C:3]1=[O:32].Br[C:34]1[C:35]([CH3:54])=[C:36]([C:40]2[C:49](=[O:50])[C:48]3[C:43](=[CH:44][C:45]([N:51]([CH3:53])[CH3:52])=[CH:46][CH:47]=3)[NH:42][CH:41]=2)[CH:37]=[CH:38][CH:39]=1.P([O-])([O-])([O-])=O.[K+].[K+].[K+]. Given the product [CH3:53][N:51]([CH3:52])[C:45]1[CH:44]=[C:43]2[C:48]([C:49](=[O:50])[C:40]([C:36]3[CH:37]=[CH:38][CH:39]=[C:34]([C:6]4[CH:5]=[C:4]([NH:17][C:18]5[CH:23]=[CH:22][C:21]([C:24]([N:26]6[CH2:31][CH2:30][O:29][CH2:28][CH2:27]6)=[O:25])=[CH:20][N:19]=5)[C:3](=[O:32])[N:2]([CH3:1])[CH:7]=4)[C:35]=3[CH3:54])=[CH:41][NH:42]2)=[CH:47][CH:46]=1, predict the reactants needed to synthesize it. (5) Given the product [Cl:1][C:2]1[CH:10]=[C:9]2[C:5]([C@H:6]([C:12]3[CH:13]=[CH:14][CH:15]=[CH:16][CH:17]=3)[CH2:7][C@@H:8]2[OH:11])=[CH:4][CH:3]=1, predict the reactants needed to synthesize it. The reactants are: [Cl:1][C:2]1[CH:10]=[C:9]2[C:5]([C@@H:6]([C:12]3[CH:17]=[CH:16][CH:15]=[CH:14][CH:13]=3)[CH2:7][C@H:8]2[OH:11])=[CH:4][CH:3]=1.C(OC(=O)CCC)=C.